Task: Predict the reactants needed to synthesize the given product.. Dataset: Full USPTO retrosynthesis dataset with 1.9M reactions from patents (1976-2016) (1) Given the product [CH:23]([N:19]1[C:18]([C:12]2[CH:13]=[C:14]3[N:10]([C:9]4[CH:26]=[C:5]([CH:3]5[CH2:2][N:1]([CH2:28][C:29]([NH2:31])=[O:30])[CH2:4]5)[CH:6]=[CH:7][C:8]=4[O:17][CH2:16][CH2:15]3)[N:11]=2)=[N:22][CH:21]=[N:20]1)([CH3:24])[CH3:25], predict the reactants needed to synthesize it. The reactants are: [NH:1]1[CH2:4][CH:3]([C:5]2[CH:6]=[CH:7][C:8]3[O:17][CH2:16][CH2:15][C:14]4[N:10]([N:11]=[C:12]([C:18]5[N:19]([CH:23]([CH3:25])[CH3:24])[N:20]=[CH:21][N:22]=5)[CH:13]=4)[C:9]=3[CH:26]=2)[CH2:2]1.Br[CH2:28][C:29]([NH2:31])=[O:30].CO. (2) The reactants are: [O:1]1[C:5]2[CH:6]=[CH:7][C:8]([S:10][C:11]3[NH:12][C:13]4[C:18]([N:19]=3)=[C:17]([NH2:20])[N:16]=[CH:15][N:14]=4)=[CH:9][C:4]=2[O:3][CH2:2]1.O.C([O-])([O-])=O.[Cs+].[Cs+].[CH2:28](OS(C1C=CC(C)=CC=1)(=O)=O)[CH2:29][CH2:30][CH3:31]. Given the product [O:1]1[C:5]2[CH:6]=[CH:7][C:8]([S:10][C:11]3[N:12]([CH2:28][CH2:29][CH2:30][CH3:31])[C:13]4[C:18]([N:19]=3)=[C:17]([NH2:20])[N:16]=[CH:15][N:14]=4)=[CH:9][C:4]=2[O:3][CH2:2]1, predict the reactants needed to synthesize it. (3) Given the product [CH2:11]([OH:2])[CH2:12][C:13]#[C:14][CH2:15][CH2:17][CH2:18][CH2:19][CH2:20][CH3:21], predict the reactants needed to synthesize it. The reactants are: [Cr](O[Cr]([O-])(=O)=O)([O-])(=O)=[O:2].[NH+]1[CH:15]=[CH:14][CH:13]=[CH:12][CH:11]=1.[NH+]1[CH:21]=[CH:20][CH:19]=[CH:18][CH:17]=1. (4) Given the product [C:16]1([CH3:26])[CH:21]=[CH:20][C:19]([S:22]([O:11][CH2:10][C:9]([NH:8][C:6]([O:5][C:1]([CH3:4])([CH3:3])[CH3:2])=[O:7])([CH3:13])[CH3:12])(=[O:24])=[O:23])=[CH:18][CH:17]=1, predict the reactants needed to synthesize it. The reactants are: [C:1]([O:5][C:6]([NH:8][C:9]([CH3:13])([CH3:12])[CH2:10][OH:11])=[O:7])([CH3:4])([CH3:3])[CH3:2].[OH-].[Na+].[C:16]1([CH3:26])[CH:21]=[CH:20][C:19]([S:22](Cl)(=[O:24])=[O:23])=[CH:18][CH:17]=1. (5) Given the product [Cl:26][C:22]1[CH:21]=[C:20]([C:15]2[C:14]([NH:13][C:11]([C:10]3[CH:9]=[N:8][N:5]4[CH:6]=[CH:7][C:2]([NH:31][CH2:30][CH:27]5[CH2:29][CH2:28]5)=[N:3][C:4]=34)=[O:12])=[CH:18][N:17]([CH3:19])[N:16]=2)[CH:25]=[CH:24][CH:23]=1, predict the reactants needed to synthesize it. The reactants are: Cl[C:2]1[CH:7]=[CH:6][N:5]2[N:8]=[CH:9][C:10]([C:11]([NH:13][C:14]3[C:15]([C:20]4[CH:25]=[CH:24][CH:23]=[C:22]([Cl:26])[CH:21]=4)=[N:16][N:17]([CH3:19])[CH:18]=3)=[O:12])=[C:4]2[N:3]=1.[CH:27]1([CH2:30][NH2:31])[CH2:29][CH2:28]1.C(N(CC)C(C)C)(C)C. (6) Given the product [F:1][C:2]1[CH:19]=[CH:18][C:17]([F:20])=[CH:16][C:3]=1[CH2:4][N:5]1[CH2:10][CH2:9][NH:8][C:7]2[N:11]=[CH:12][C:13]([C:21]#[N:22])=[CH:14][C:6]1=2, predict the reactants needed to synthesize it. The reactants are: [F:1][C:2]1[CH:19]=[CH:18][C:17]([F:20])=[CH:16][C:3]=1[CH2:4][N:5]1[CH2:10][CH2:9][NH:8][C:7]2[N:11]=[CH:12][C:13](I)=[CH:14][C:6]1=2.[C:21]([Cu])#[N:22].